Predict the reaction yield, written as a fraction of the theoretical maximum amount of product (1.0 means a 100% yield; for example, 0.34 means a 34% yield). From a dataset of Reaction yield outcomes from USPTO patents with 853,638 reactions. (1) The reactants are [NH2:1][C:2]1[CH:3]=[C:4]2[C:9](=[CH:10][CH:11]=1)[N:8]=[CH:7][C:6]([C:12]#[N:13])=[C:5]2[NH:14][C:15]1[CH:20]=[CH:19][C:18]([F:21])=[C:17]([Cl:22])[CH:16]=1.[C:23]([O:27][C:28](=[O:40])[CH2:29][O:30][C:31]1[CH:36]=[CH:35][C:34]([CH:37]=O)=[CH:33][C:32]=1[Br:39])([CH3:26])([CH3:25])[CH3:24].[BH3-]C#N.[Na+]. The catalyst is CCO. The product is [C:23]([O:27][C:28](=[O:40])[CH2:29][O:30][C:31]1[CH:36]=[CH:35][C:34]([CH2:37][NH:1][C:2]2[CH:3]=[C:4]3[C:9](=[CH:10][CH:11]=2)[N:8]=[CH:7][C:6]([C:12]#[N:13])=[C:5]3[NH:14][C:15]2[CH:20]=[CH:19][C:18]([F:21])=[C:17]([Cl:22])[CH:16]=2)=[CH:33][C:32]=1[Br:39])([CH3:26])([CH3:24])[CH3:25]. The yield is 0.570. (2) The reactants are [NH2:1][C:2]1[CH:3]=[C:4]([O:10][CH3:11])[C:5]([O:8][CH3:9])=[CH:6][CH:7]=1.[Br-:12].[Br-].[Br-].C([N+](CCCC)(CCCC)CCCC)CCC.C([N+](CCCC)(CCCC)CCCC)CCC.C([N+](CCCC)(CCCC)CCCC)CCC. The catalyst is ClCCl.CO. The product is [Br:12][C:7]1[CH:6]=[C:5]([O:8][CH3:9])[C:4]([O:10][CH3:11])=[CH:3][C:2]=1[NH2:1]. The yield is 0.300. (3) The reactants are [CH:1]1[C:10]2[C:5](=[CH:6][CH:7]=[CH:8][CH:9]=2)[C:4](B(O)O)=[CH:3][N:2]=1.Br[C:15]1[CH:16]=[C:17]2[C:21](=[C:22]([Cl:24])[CH:23]=1)[NH:20][N:19]=[CH:18]2.C(=O)([O-])[O-].[Na+].[Na+]. The catalyst is C1C=CC([P]([Pd]([P](C2C=CC=CC=2)(C2C=CC=CC=2)C2C=CC=CC=2)([P](C2C=CC=CC=2)(C2C=CC=CC=2)C2C=CC=CC=2)[P](C2C=CC=CC=2)(C2C=CC=CC=2)C2C=CC=CC=2)(C2C=CC=CC=2)C2C=CC=CC=2)=CC=1.C(COC)OC. The product is [Cl:24][C:22]1[CH:23]=[C:15]([C:4]2[C:5]3[C:10](=[CH:9][CH:8]=[CH:7][CH:6]=3)[CH:1]=[N:2][CH:3]=2)[CH:16]=[C:17]2[C:21]=1[NH:20][N:19]=[CH:18]2. The yield is 0.720. (4) The catalyst is C(OCC)(=O)C.CO.[OH-].[Pd+2].[OH-]. The reactants are [F:1][C:2]1[CH:7]=[C:6]([C:8]2[CH:9]=[C:10]3[CH:16]=[CH:15][NH:14][C:11]3=[N:12][CH:13]=2)[CH:5]=[CH:4][C:3]=1[C:17]1[CH2:22][CH2:21][N:20]([C:23]([O:25][C:26]([CH3:29])([CH3:28])[CH3:27])=[O:24])[CH2:19][CH:18]=1. The yield is 0.994. The product is [F:1][C:2]1[CH:7]=[C:6]([C:8]2[CH:9]=[C:10]3[CH:16]=[CH:15][NH:14][C:11]3=[N:12][CH:13]=2)[CH:5]=[CH:4][C:3]=1[CH:17]1[CH2:22][CH2:21][N:20]([C:23]([O:25][C:26]([CH3:29])([CH3:28])[CH3:27])=[O:24])[CH2:19][CH2:18]1. (5) The catalyst is [Ni].CO. The reactants are [C:1]([C:5]1[NH:6][C:7]2[C:12]([CH:13]=1)=[CH:11][C:10]([N+:14]([O-])=O)=[CH:9][C:8]=2[CH2:17][OH:18])([CH3:4])([CH3:3])[CH3:2]. The yield is 0.800. The product is [NH2:14][C:10]1[CH:11]=[C:12]2[C:7](=[C:8]([CH2:17][OH:18])[CH:9]=1)[NH:6][C:5]([C:1]([CH3:4])([CH3:3])[CH3:2])=[CH:13]2. (6) The reactants are CC1C=CC(S(O[CH2:12][C:13]2([C:27]#[N:28])[CH2:18][CH2:17][CH:16]([O:19][CH2:20][C:21]3[CH:26]=[CH:25][CH:24]=[CH:23][CH:22]=3)[CH2:15][CH2:14]2)(=O)=O)=CC=1.[H-].[H-].[H-].[H-].[Li+].[Al+3].[OH-].[Na+].[CH3:37][C:38]([O:41][C:42](O[C:42]([O:41][C:38]([CH3:40])([CH3:39])[CH3:37])=[O:43])=[O:43])([CH3:40])[CH3:39]. The catalyst is C1COCC1.C(Cl)Cl.O. The product is [CH2:20]([O:19][CH:16]1[CH2:15][CH2:14][C:13]2([CH2:12][N:28]([C:42]([O:41][C:38]([CH3:40])([CH3:39])[CH3:37])=[O:43])[CH2:27]2)[CH2:18][CH2:17]1)[C:21]1[CH:22]=[CH:23][CH:24]=[CH:25][CH:26]=1. The yield is 0.770. (7) The reactants are Cl[CH2:2][C:3]1[CH:8]=[CH:7][CH:6]=[CH:5][C:4]=1[CH2:9][C:10]([OH:12])=[O:11].[NH:13]1[CH2:18][CH2:17][O:16][CH2:15][CH2:14]1. The catalyst is C1COCC1.C(OCC)(=O)C. The product is [O:16]1[CH2:17][CH2:18][N:13]([CH2:2][C:3]2[CH:8]=[CH:7][CH:6]=[CH:5][C:4]=2[CH2:9][C:10]([OH:12])=[O:11])[CH2:14][CH2:15]1. The yield is 0.870. (8) The yield is 0.230. The reactants are Br[C:2]1[CH:7]=[CH:6][C:5](/[CH:8]=[CH:9]/[S:10]([NH:13][C:14]2[CH:19]=[CH:18][CH:17]=[CH:16][C:15]=2[S:20]([NH2:23])(=[O:22])=[O:21])(=[O:12])=[O:11])=[CH:4][CH:3]=1.[C:24]([C:28]#[C:29]B(OC(C)C)OC(C)C)([CH3:27])([CH3:26])[CH3:25].C(=O)([O-])[O-].[Na+].[Na+].O. The catalyst is CN(C)C=O.Cl[Pd]Cl.C1(P(C2C=CC=CC=2)[C-]2C=CC=C2)C=CC=CC=1.[C-]1(P(C2C=CC=CC=2)C2C=CC=CC=2)C=CC=C1.[Fe+2]. The product is [CH3:25][C:24]([CH3:27])([CH3:26])[C:28]#[C:29][C:2]1[CH:7]=[CH:6][C:5](/[CH:8]=[CH:9]/[S:10]([NH:13][C:14]2[CH:19]=[CH:18][CH:17]=[CH:16][C:15]=2[S:20]([NH2:23])(=[O:22])=[O:21])(=[O:12])=[O:11])=[CH:4][CH:3]=1. (9) The catalyst is O1CCOCC1.O.C1C=CC([P]([Pd]([P](C2C=CC=CC=2)(C2C=CC=CC=2)C2C=CC=CC=2)([P](C2C=CC=CC=2)(C2C=CC=CC=2)C2C=CC=CC=2)[P](C2C=CC=CC=2)(C2C=CC=CC=2)C2C=CC=CC=2)(C2C=CC=CC=2)C2C=CC=CC=2)=CC=1. The yield is 0.750. The reactants are [C:1]([O:5][C:6](=[O:42])[N:7]([CH2:9][CH:10]([O:34][Si:35]([C:38]([CH3:41])([CH3:40])[CH3:39])([CH3:37])[CH3:36])[CH2:11][O:12][C:13]1[CH:18]=[CH:17][CH:16]=[C:15]([C:19]2[N:24]=[C:23](Cl)[CH:22]=[C:21]([N:26]([CH3:33])[CH:27]3[CH2:32][CH2:31][O:30][CH2:29][CH2:28]3)[N:20]=2)[CH:14]=1)[CH3:8])([CH3:4])([CH3:3])[CH3:2].C([O-])([O-])=O.[Na+].[Na+].[N:49]1[CH:54]=[CH:53][C:52](B(O)O)=[CH:51][CH:50]=1. The product is [C:1]([O:5][C:6](=[O:42])[N:7]([CH2:9][CH:10]([O:34][Si:35]([C:38]([CH3:41])([CH3:40])[CH3:39])([CH3:37])[CH3:36])[CH2:11][O:12][C:13]1[CH:18]=[CH:17][CH:16]=[C:15]([C:19]2[N:20]=[C:21]([N:26]([CH3:33])[CH:27]3[CH2:32][CH2:31][O:30][CH2:29][CH2:28]3)[CH:22]=[C:23]([C:52]3[CH:53]=[CH:54][N:49]=[CH:50][CH:51]=3)[N:24]=2)[CH:14]=1)[CH3:8])([CH3:4])([CH3:3])[CH3:2].